Predict the product of the given reaction. From a dataset of Forward reaction prediction with 1.9M reactions from USPTO patents (1976-2016). (1) Given the reactants [Br:1]N1C(=O)CCC1=O.[CH3:9][O:10][C:11]([C:13]1[C:14]([NH2:22])=[C:15]2[C:19](=[CH:20][CH:21]=1)[CH2:18][CH2:17][CH2:16]2)=[O:12].C(OCC)(=O)C, predict the reaction product. The product is: [CH3:9][O:10][C:11]([C:13]1[C:14]([NH2:22])=[C:15]2[C:19](=[C:20]([Br:1])[CH:21]=1)[CH2:18][CH2:17][CH2:16]2)=[O:12]. (2) Given the reactants ClC(Cl)C(O)=O.N[C:8]1[N:9]([C:28]2[C:37]3[C:32](=[CH:33][CH:34]=[C:35]([O:38][CH3:39])[CH:36]=3)[C:31]([CH3:40])=[CH:30][CH:29]=2)[C:10]([S:13][CH2:14][C:15]([NH:17][C:18]2[CH:26]=[CH:25][C:21]([C:22]([OH:24])=[O:23])=[CH:20][C:19]=2[Cl:27])=[O:16])=[N:11][N:12]=1.N([O-])=O.[Na+].[Br:45]CBr, predict the reaction product. The product is: [Br:45][C:8]1[N:9]([C:28]2[C:37]3[C:32](=[CH:33][CH:34]=[C:35]([O:38][CH3:39])[CH:36]=3)[C:31]([CH3:40])=[CH:30][CH:29]=2)[C:10]([S:13][CH2:14][C:15]([NH:17][C:18]2[CH:26]=[CH:25][C:21]([C:22]([OH:24])=[O:23])=[CH:20][C:19]=2[Cl:27])=[O:16])=[N:11][N:12]=1.